The task is: Predict the product of the given reaction.. This data is from Forward reaction prediction with 1.9M reactions from USPTO patents (1976-2016). (1) Given the reactants [CH2:1]([O:8][CH:9]([CH2:12][OH:13])[CH2:10][OH:11])[C:2]1[CH:7]=[CH:6][CH:5]=[CH:4][CH:3]=1.C=O.B(F)(F)F.[CH3:20]COCC, predict the reaction product. The product is: [CH2:1]([O:8][CH:9]1[CH2:10][O:11][CH2:20][O:13][CH2:12]1)[C:2]1[CH:7]=[CH:6][CH:5]=[CH:4][CH:3]=1. (2) The product is: [S:1]1[C:9]2[C:4](=[N:5][CH:6]=[CH:7][CH:8]=2)[N:3]=[C:2]1[O:10][C:11]1[CH:18]=[CH:17][C:14]([CH2:15][N:19]2[CH2:24][CH2:23][O:22][CH:21]([CH2:25][OH:26])[CH2:20]2)=[CH:13][CH:12]=1. Given the reactants [S:1]1[C:9]2[C:4](=[N:5][CH:6]=[CH:7][CH:8]=2)[N:3]=[C:2]1[O:10][C:11]1[CH:18]=[CH:17][C:14]([CH:15]=O)=[CH:13][CH:12]=1.[NH:19]1[CH2:24][CH2:23][O:22][CH:21]([CH2:25][OH:26])[CH2:20]1.C(O[BH-](OC(=O)C)OC(=O)C)(=O)C.[Na+], predict the reaction product. (3) Given the reactants [CH3:1][C:2]1([CH3:30])[O:7][C@@H:6]([CH2:8][C:9]([N:11]([O:13][CH3:14])[CH3:12])=[O:10])[CH2:5][C@@H:4]([CH2:15]S(C2N(C3C=CC=CC=3)N=NN=2)(=O)=O)[O:3]1.[F:31][C:32]1[CH:37]=[CH:36][C:35]([C:38]2[C:43]([CH:44]=O)=[C:42]([CH:46]([CH3:48])[CH3:47])[N:41]=[C:40]([N:49]([CH3:54])[S:50]([CH3:53])(=[O:52])=[O:51])[N:39]=2)=[CH:34][CH:33]=1.C[Si]([N-][Si](C)(C)C)(C)C.[Li+].C(=O)(O)[O-].[Na+], predict the reaction product. The product is: [CH3:54][N:49]([C:40]1[N:39]=[C:38]([C:35]2[CH:36]=[CH:37][C:32]([F:31])=[CH:33][CH:34]=2)[C:43](/[CH:44]=[CH:15]/[C@H:4]2[O:3][C:2]([CH3:1])([CH3:30])[O:7][C@@H:6]([CH2:8][C:9]([N:11]([O:13][CH3:14])[CH3:12])=[O:10])[CH2:5]2)=[C:42]([CH:46]([CH3:48])[CH3:47])[N:41]=1)[S:50]([CH3:53])(=[O:52])=[O:51]. (4) Given the reactants [CH3:1][O:2][C:3]1[CH:4]=[CH:5][C:6]([NH:9][C:10]2[C:19]3[CH:18]=[CH:17][CH:16]=[C:15]([C:20]([OH:22])=O)[C:14]=3[CH:13]=[CH:12][N:11]=2)=[N:7][CH:8]=1.NC1C2C=CC=C(C([NH:36][C:37]3[CH:42]=[C:41]([NH:43][C:44]([NH:46][C:47]4[CH:52]=[CH:51][CH:50]=[C:49]([C:53]([F:56])([F:55])[F:54])[CH:48]=4)=[O:45])[CH:40]=[CH:39][C:38]=3[CH3:57])=O)C=2C=CN=1.NC1C=CC=CC=1, predict the reaction product. The product is: [CH3:1][O:2][C:3]1[CH:4]=[CH:5][C:6]([NH:9][C:10]2[C:19]3[CH:18]=[CH:17][CH:16]=[C:15]([C:20]([NH:36][C:37]4[CH:42]=[C:41]([NH:43][C:44]([NH:46][C:47]5[CH:52]=[CH:51][CH:50]=[C:49]([C:53]([F:54])([F:55])[F:56])[CH:48]=5)=[O:45])[CH:40]=[CH:39][C:38]=4[CH3:57])=[O:22])[C:14]=3[CH:13]=[CH:12][N:11]=2)=[N:7][CH:8]=1. (5) Given the reactants [Cl:1][C:2]1[CH:11]=[CH:10][C:5]([C:6]([NH:8][CH3:9])=[O:7])=[CH:4][N:3]=1.[C:12]1([CH3:20])[CH:17]=[CH:16][CH:15]=[CH:14][C:13]=1[Mg]Cl.[NH4+].[Cl-].[O-][Mn](=O)(=O)=O.[K+], predict the reaction product. The product is: [Cl:1][C:2]1[CH:11]=[C:10]([C:13]2[CH:14]=[CH:15][CH:16]=[CH:17][C:12]=2[CH3:20])[C:5]([C:6]([NH:8][CH3:9])=[O:7])=[CH:4][N:3]=1. (6) Given the reactants [OH-].[Na+].[CH3:3][C:4]1([CH3:11])[O:8][C@@H:7]([CH2:9][OH:10])[CH2:6][O:5]1.[Br:12][CH2:13][CH2:14][CH2:15][CH2:16]Br, predict the reaction product. The product is: [Br:12][CH2:13][CH2:14][CH2:15][CH2:16][O:10][CH2:9][C@H:7]1[CH2:6][O:5][C:4]([CH3:11])([CH3:3])[O:8]1. (7) Given the reactants Br[C:2]1[CH:3]=[CH:4][C:5]([O:27][CH3:28])=[C:6]([C:8]2[CH:17]=[C:16]3[C:11]([C:12]([NH:21][C@@H:22]([CH:24]4[CH2:26][CH2:25]4)[CH3:23])=[C:13]([C:18]([NH2:20])=[O:19])[N:14]=[N:15]3)=[CH:10][CH:9]=2)[CH:7]=1.[O:29]1[CH2:33][CH2:32][NH:31][C:30]1=[O:34].C([O-])([O-])=O.[K+].[K+].[C@H]1(N)CCCC[C@@H]1N, predict the reaction product. The product is: [CH:24]1([C@H:22]([NH:21][C:12]2[C:11]3[C:16](=[CH:17][C:8]([C:6]4[CH:7]=[C:2]([N:31]5[CH2:32][CH2:33][O:29][C:30]5=[O:34])[CH:3]=[CH:4][C:5]=4[O:27][CH3:28])=[CH:9][CH:10]=3)[N:15]=[N:14][C:13]=2[C:18]([NH2:20])=[O:19])[CH3:23])[CH2:25][CH2:26]1. (8) Given the reactants [Br:1][C:2]1[N:10]([CH2:11][C:12]2[CH:17]=[CH:16][CH:15]=[CH:14][C:13]=2[Br:18])[C:9]2[C:8](=[O:19])[NH:7][C:6](=[O:20])[N:5]([CH3:21])[C:4]=2[N:3]=1.CN(C)C=O.Br[CH2:28][CH2:29][C:30]1[CH:35]=[CH:34][CH:33]=[CH:32][CH:31]=1.C(=O)([O-])[O-].[K+].[K+], predict the reaction product. The product is: [Br:1][C:2]1[N:10]([CH2:11][C:12]2[CH:17]=[CH:16][CH:15]=[CH:14][C:13]=2[Br:18])[C:9]2[C:8](=[O:19])[N:7]([CH2:28][CH2:29][C:30]3[CH:35]=[CH:34][CH:33]=[CH:32][CH:31]=3)[C:6](=[O:20])[N:5]([CH3:21])[C:4]=2[N:3]=1. (9) Given the reactants [CH3:1][O:2][C:3]1[CH:4]=[C:5]([CH:7]=[CH:8][C:9]=1[N:10]1[CH:14]=[C:13]([CH3:15])[N:12]=[CH:11]1)[NH2:6].Cl[C:17]1[CH:18]=[CH:19][C:20]2[CH2:21][N:22]([CH3:31])[CH2:23][CH:24]([CH:28]3[CH2:30][CH2:29]3)[O:25][C:26]=2[N:27]=1.C1(P(C2CCCCC2)C2C=CC=CC=2C2C=CC=CC=2)CCCCC1.C(=O)([O-])[O-].[Cs+].[Cs+], predict the reaction product. The product is: [CH:28]1([CH:24]2[CH2:23][N:22]([CH3:31])[CH2:21][C:20]3[CH:19]=[CH:18][C:17]([NH:6][C:5]4[CH:7]=[CH:8][C:9]([N:10]5[CH:14]=[C:13]([CH3:15])[N:12]=[CH:11]5)=[C:3]([O:2][CH3:1])[CH:4]=4)=[N:27][C:26]=3[O:25]2)[CH2:29][CH2:30]1.